Dataset: Forward reaction prediction with 1.9M reactions from USPTO patents (1976-2016). Task: Predict the product of the given reaction. (1) Given the reactants [C:1]([C:8]1[NH:9][CH:10]=CN=1)([C:3]1[NH:4][CH:5]=[CH:6]N=1)=S.NC1C=CN=CC=1.[NH:20]([C:22](=[O:43])[C:23]([NH:25][C:26]1[CH:31]=[CH:30][C:29]([C@H:32]2[CH2:37][CH2:36][C@H:35]([CH2:38][C:39]([O:41][CH3:42])=[O:40])[CH2:34][CH2:33]2)=[CH:28][CH:27]=1)=[O:24])[NH2:21].CCN=C=NCCCN(C)C, predict the reaction product. The product is: [N:4]1[CH:3]=[CH:1][C:8]([NH:9][C:10]2[O:43][C:22]([C:23]([NH:25][C:26]3[CH:31]=[CH:30][C:29]([C@H:32]4[CH2:37][CH2:36][C@H:35]([CH2:38][C:39]([O:41][CH3:42])=[O:40])[CH2:34][CH2:33]4)=[CH:28][CH:27]=3)=[O:24])=[N:20][N:21]=2)=[CH:6][CH:5]=1. (2) Given the reactants [O:1]([C:8]1[CH:14]=[CH:13][C:11]([NH2:12])=[CH:10][CH:9]=1)[C:2]1[CH:7]=[CH:6][CH:5]=[CH:4][CH:3]=1.C(N(CC)C1C=CC=CC=1)C.[Br:26][CH2:27][C:28](Br)=[O:29], predict the reaction product. The product is: [Br:26][CH2:27][C:28]([NH:12][C:11]1[CH:10]=[CH:9][C:8]([O:1][C:2]2[CH:3]=[CH:4][CH:5]=[CH:6][CH:7]=2)=[CH:14][CH:13]=1)=[O:29]. (3) Given the reactants [CH2:1]([O:8][C:9]([N:11]1[CH2:19][C:18]2[C:13](=[CH:14][CH:15]=[C:16]([CH2:20][OH:21])[CH:17]=2)[CH2:12]1)=[O:10])[C:2]1[CH:7]=[CH:6][CH:5]=[CH:4][CH:3]=1.CCN(CC)CC.[CH3:29][S:30](Cl)(=[O:32])=[O:31], predict the reaction product. The product is: [CH2:1]([O:8][C:9]([N:11]1[CH2:19][C:18]2[C:13](=[CH:14][CH:15]=[C:16]([CH2:20][O:21][S:30]([CH3:29])(=[O:32])=[O:31])[CH:17]=2)[CH2:12]1)=[O:10])[C:2]1[CH:7]=[CH:6][CH:5]=[CH:4][CH:3]=1. (4) Given the reactants [OH:1][C:2]1[CH:7]=[C:6]([O:8][CH2:9][CH2:10][O:11][CH3:12])[CH:5]=[CH:4][C:3]=1[CH2:13][CH2:14][C:15]([O:17][CH2:18][CH3:19])=[O:16].[H-].[Na+].[Cl:22][C:23]1[CH:30]=[C:29]([Cl:31])[CH:28]=[CH:27][C:24]=1[CH2:25]Cl.[Cl-].[NH4+], predict the reaction product. The product is: [Cl:22][C:23]1[CH:30]=[C:29]([Cl:31])[CH:28]=[CH:27][C:24]=1[CH2:25][O:1][C:2]1[CH:7]=[C:6]([O:8][CH2:9][CH2:10][O:11][CH3:12])[CH:5]=[CH:4][C:3]=1[CH2:13][CH2:14][C:15]([O:17][CH2:18][CH3:19])=[O:16]. (5) Given the reactants [NH2:1][C:2]1[CH:3]=[C:4]([C:8]2[CH:13]=[CH:12][N:11]=[C:10]([NH:14][CH2:15][CH2:16][C:17]3[CH:22]=[CH:21][C:20]([OH:23])=[CH:19][CH:18]=3)[N:9]=2)[CH:5]=[CH:6][CH:7]=1.[N:24]1[CH:29]=[CH:28][CH:27]=[C:26]([CH2:30][CH2:31][C:32](O)=[O:33])[CH:25]=1, predict the reaction product. The product is: [OH:23][C:20]1[CH:19]=[CH:18][C:17]([CH2:16][CH2:15][NH:14][C:10]2[N:9]=[C:8]([C:4]3[CH:3]=[C:2]([NH:1][C:32](=[O:33])[CH2:31][CH2:30][C:26]4[CH:25]=[N:24][CH:29]=[CH:28][CH:27]=4)[CH:7]=[CH:6][CH:5]=3)[CH:13]=[CH:12][N:11]=2)=[CH:22][CH:21]=1. (6) Given the reactants [I:1][C:2]1[CH:3]=[N:4][NH:5][CH:6]=1.C1(C)C=CC(S(O[CH2:17][C@H:18]2[CH2:22][O:21][C:20]([CH3:24])([CH3:23])[O:19]2)(=O)=O)=CC=1.C([O-])([O-])=O.[Cs+].[Cs+].CN(C=O)C, predict the reaction product. The product is: [CH3:23][C:20]1([CH3:24])[O:19][C@@H:18]([CH2:17][N:4]2[CH:3]=[C:2]([I:1])[CH:6]=[N:5]2)[CH2:22][O:21]1.